Dataset: Full USPTO retrosynthesis dataset with 1.9M reactions from patents (1976-2016). Task: Predict the reactants needed to synthesize the given product. (1) Given the product [CH3:1][O:2][C:3]([C:4]1[C:18]([CH2:19][CH3:20])=[N:21][N:7]([C:8]2[CH:13]=[CH:12][C:11]([N+:14]([O-:16])=[O:15])=[CH:10][CH:9]=2)[C:5]=1[CH3:6])=[O:17], predict the reactants needed to synthesize it. The reactants are: [CH3:1][O:2][C:3](=[O:17])/[CH:4]=[C:5](\[NH:7][C:8]1[CH:13]=[CH:12][C:11]([N+:14]([O-:16])=[O:15])=[CH:10][CH:9]=1)/[CH3:6].[C:18](#[N:21])[CH2:19][CH3:20]. (2) Given the product [ClH:1].[CH2:21]([NH:24][C:2]1[N:11]=[C:10]([NH:12][CH:13]2[CH2:17][CH2:16][CH2:15][CH2:14]2)[C:9]2[C:4](=[CH:5][CH:6]=[C:7]([N+:18]([O-:20])=[O:19])[CH:8]=2)[N:3]=1)[CH:22]=[CH2:23], predict the reactants needed to synthesize it. The reactants are: [Cl:1][C:2]1[N:11]=[C:10]([NH:12][CH:13]2[CH2:17][CH2:16][CH2:15][CH2:14]2)[C:9]2[C:4](=[CH:5][CH:6]=[C:7]([N+:18]([O-:20])=[O:19])[CH:8]=2)[N:3]=1.[CH2:21]([NH2:24])[CH:22]=[CH2:23]. (3) Given the product [CH3:18][O:19][C:20]([C:22]1([CH2:40][C:39]2[CH:42]=[CH:43][C:36]([Cl:35])=[CH:37][CH:38]=2)[CH2:23][CH2:24][N:25]([C:28]([O:30][C:31]([CH3:34])([CH3:33])[CH3:32])=[O:29])[CH2:26][CH2:27]1)=[O:21], predict the reactants needed to synthesize it. The reactants are: C(N)(C)C.C([Li])CCC.[Li+].CC([N-]C(C)C)C.[CH3:18][O:19][C:20]([CH:22]1[CH2:27][CH2:26][N:25]([C:28]([O:30][C:31]([CH3:34])([CH3:33])[CH3:32])=[O:29])[CH2:24][CH2:23]1)=[O:21].[Cl:35][C:36]1[CH:43]=[CH:42][C:39]([CH2:40]Cl)=[CH:38][CH:37]=1.[Cl-].[NH4+]. (4) The reactants are: C[O:2][C:3](=[O:31])[CH2:4][N:5]1[C:13]2[C:8](=[CH:9][C:10]([F:14])=[CH:11][CH:12]=2)[C:7]([CH2:15][C:16]2[S:17][CH:18]=[CH:19][C:20]=2[S:21]([C:24]2[CH:29]=[CH:28][CH:27]=[CH:26][CH:25]=2)(=[O:23])=[O:22])=[C:6]1[CH3:30].[OH-].[Li+]. Given the product [C:24]1([S:21]([C:20]2[CH:19]=[CH:18][S:17][C:16]=2[CH2:15][C:7]2[C:8]3[C:13](=[CH:12][CH:11]=[C:10]([F:14])[CH:9]=3)[N:5]([CH2:4][C:3]([OH:31])=[O:2])[C:6]=2[CH3:30])(=[O:23])=[O:22])[CH:29]=[CH:28][CH:27]=[CH:26][CH:25]=1, predict the reactants needed to synthesize it. (5) Given the product [Cl:12][C:13]1[C:21]2[N:20]=[C:19]([CH3:22])[N:18]([C:23]3[CH:28]=[CH:27][CH:26]=[C:25]([O:29][C:2]4[CH:7]=[CH:6][CH:5]=[C:4]([S:8]([CH3:11])(=[O:10])=[O:9])[CH:3]=4)[CH:24]=3)[C:17]=2[CH:16]=[CH:15][CH:14]=1, predict the reactants needed to synthesize it. The reactants are: F[C:2]1[CH:7]=[CH:6][CH:5]=[C:4]([S:8]([CH3:11])(=[O:10])=[O:9])[CH:3]=1.[Cl:12][C:13]1[C:21]2[N:20]=[C:19]([CH3:22])[N:18]([C:23]3[CH:24]=[C:25]([OH:29])[CH:26]=[CH:27][CH:28]=3)[C:17]=2[CH:16]=[CH:15][CH:14]=1.